From a dataset of Forward reaction prediction with 1.9M reactions from USPTO patents (1976-2016). Predict the product of the given reaction. (1) Given the reactants [F:1][C:2]1[CH:3]=[C:4]([CH2:11][OH:12])[CH:5]=[CH:6][C:7]=1[N+:8]([O-:10])=[O:9].FC(F)(F)S(O[Si:19]([CH:26]([CH3:28])[CH3:27])([CH:23]([CH3:25])[CH3:24])[CH:20]([CH3:22])[CH3:21])(=O)=O.CC1C=CC=C(C)N=1, predict the reaction product. The product is: [F:1][C:2]1[CH:3]=[C:4]([CH:5]=[CH:6][C:7]=1[N+:8]([O-:10])=[O:9])[CH2:11][O:12][Si:19]([CH:26]([CH3:28])[CH3:27])([CH:23]([CH3:25])[CH3:24])[CH:20]([CH3:22])[CH3:21]. (2) Given the reactants [CH3:1][S:2](Cl)(=[O:4])=[O:3].C(N(CC)CC)C.[OH:13][CH2:14][CH:15]1[C:19]2([CH2:21][CH2:20]2)[NH:18][C:17](=[O:22])[O:16]1.O, predict the reaction product. The product is: [CH3:1][S:2]([O:13][CH2:14][CH:15]1[C:19]2([CH2:21][CH2:20]2)[NH:18][C:17](=[O:22])[O:16]1)(=[O:4])=[O:3].